From a dataset of Reaction yield outcomes from USPTO patents with 853,638 reactions. Predict the reaction yield, written as a fraction of the theoretical maximum amount of product (1.0 means a 100% yield; for example, 0.34 means a 34% yield). (1) The reactants are C(Cl)(=O)C(Cl)=O.CS(C)=O.[CH:11]1([C@:17]([C:21]2[CH:26]=[CH:25][CH:24]=[CH:23][CH:22]=2)([OH:20])[CH2:18]O)[CH2:16][CH2:15][CH2:14][CH2:13][CH2:12]1.C(N(CC)CC)C.Cl.[NH2:35][OH:36].C(=O)([O-])[O-].[Na+].[Na+]. The catalyst is C(Cl)Cl.O. The product is [CH:11]1([C@@:17]([OH:20])([C:21]2[CH:26]=[CH:25][CH:24]=[CH:23][CH:22]=2)[CH:18]=[N:35][OH:36])[CH2:16][CH2:15][CH2:14][CH2:13][CH2:12]1. The yield is 0.830. (2) The reactants are [NH2:1][C@@H:2]1[CH2:7][CH2:6][CH2:5][CH2:4][C@H:3]1[NH2:8].[C:9]([C:13]1[CH:20]=[C:19]([C:21]([CH3:24])([CH3:23])[CH3:22])[CH:18]=[C:15]([CH:16]=O)[C:14]=1[OH:25])([CH3:12])([CH3:11])[CH3:10].[OH2:26]. The catalyst is C(O)C. The product is [C:9]([C:13]1[CH:20]=[C:19]([C:21]([CH3:24])([CH3:23])[CH3:22])[CH:18]=[C:15]([CH2:16][NH:1][CH:2]2[CH2:7][CH2:6][CH2:5][CH2:4][CH:3]2[NH:8][CH2:16][C:15]2[C:18](=[C:19]([C:21]([CH3:24])([CH3:23])[CH3:22])[CH:20]=[C:13]([C:9]([CH3:11])([CH3:10])[CH3:12])[CH:14]=2)[OH:26])[C:14]=1[OH:25])([CH3:12])([CH3:11])[CH3:10]. The yield is 0.940. (3) The reactants are [CH:1]1([C:4]2[N:9]=[C:8]([C:10]([OH:12])=O)[C:7]([O:13][CH3:14])=[N:6][CH:5]=2)[CH2:3][CH2:2]1.[C:15]1([C:21]2[N:30]=[C:24]3[CH:25]=[CH:26][C:27]([NH2:29])=[CH:28][N:23]3[N:22]=2)[CH:20]=[CH:19][CH:18]=[CH:17][CH:16]=1.CCCP(=O)=O.C(OCC)(=O)C.C(N(CC)C(C)C)(C)C. The catalyst is C(#N)C.O.C1COCC1. The product is [CH:1]1([C:4]2[N:9]=[C:8]([C:10]([NH:29][C:27]3[CH:26]=[CH:25][C:24]4[N:23]([N:22]=[C:21]([C:15]5[CH:20]=[CH:19][CH:18]=[CH:17][CH:16]=5)[N:30]=4)[CH:28]=3)=[O:12])[C:7]([O:13][CH3:14])=[N:6][CH:5]=2)[CH2:2][CH2:3]1. The yield is 0.572. (4) The reactants are CCO.[CH3:4][C@@H:5]1[C@@H:19]2[C:14](=[C:15]([OH:34])[C@:16]3([OH:33])[C:24](=[O:25])[C:23]([C:26]([NH2:28])=[O:27])=[C:22]([OH:29])[C@@H:21]([N:30]([CH3:32])[CH3:31])[C@@H:17]3[C@H:18]2[OH:20])[C:12](=[O:13])[C:11]2[C:10]([OH:35])=[CH:9][CH:8]=[CH:7][C:6]1=2.O.Cl. The catalyst is CN1CCCC1=O. The product is [CH3:4][C@@H:5]1[C@@H:19]2[C:14](=[C:15]([OH:34])[C@:16]3([OH:33])[C:24](=[O:25])[C:23]([C:26]([NH2:28])=[O:27])=[C:22]([OH:29])[C@@H:21]([N:30]([CH3:31])[CH3:32])[C@@H:17]3[C@H:18]2[OH:20])[C:12](=[O:13])[C:11]2[C:10]([OH:35])=[CH:9][CH:8]=[CH:7][C:6]1=2. The yield is 0.0850.